From a dataset of Microsomal clearance measurements from AstraZeneca. Regression/Classification. Given a drug SMILES string, predict its absorption, distribution, metabolism, or excretion properties. Task type varies by dataset: regression for continuous measurements (e.g., permeability, clearance, half-life) or binary classification for categorical outcomes (e.g., BBB penetration, CYP inhibition). For this dataset (clearance_microsome_az), we predict log10(clearance) (log10 of the in vitro intrinsic clearance, CLint, in uL/min per mg of human liver microsomal protein, equivalently mL/min/g; values are censored to the assay range of 3 to 150, which is 0.477 to 2.18 on this log10 scale). The molecule is Cc1cc([C@H](O)[C@](C)(OCc2ccc(-c3ccccc3)cc2)C(=O)NO)no1. The log10(clearance) is 1.20.